This data is from Catalyst prediction with 721,799 reactions and 888 catalyst types from USPTO. The task is: Predict which catalyst facilitates the given reaction. Reactant: [CH3:1][O:2][C:3]1[CH:8]=[CH:7][N:6]=[C:5]([CH2:9][CH2:10][C:11]([O:13]C)=[O:12])[CH:4]=1.[OH-].[Na+].Cl. Product: [CH3:1][O:2][C:3]1[CH:8]=[CH:7][N:6]=[C:5]([CH2:9][CH2:10][C:11]([OH:13])=[O:12])[CH:4]=1. The catalyst class is: 7.